This data is from NCI-60 drug combinations with 297,098 pairs across 59 cell lines. The task is: Regression. Given two drug SMILES strings and cell line genomic features, predict the synergy score measuring deviation from expected non-interaction effect. (1) Drug 1: CCC(=C(C1=CC=CC=C1)C2=CC=C(C=C2)OCCN(C)C)C3=CC=CC=C3.C(C(=O)O)C(CC(=O)O)(C(=O)O)O. Drug 2: CCC1(C2=C(COC1=O)C(=O)N3CC4=CC5=C(C=CC(=C5CN(C)C)O)N=C4C3=C2)O.Cl. Cell line: SK-MEL-5. Synergy scores: CSS=44.2, Synergy_ZIP=-4.76, Synergy_Bliss=-3.43, Synergy_Loewe=-25.8, Synergy_HSA=-2.81. (2) Drug 1: C1C(C(OC1N2C=NC3=C(N=C(N=C32)Cl)N)CO)O. Drug 2: C#CCC(CC1=CN=C2C(=N1)C(=NC(=N2)N)N)C3=CC=C(C=C3)C(=O)NC(CCC(=O)O)C(=O)O. Cell line: K-562. Synergy scores: CSS=83.3, Synergy_ZIP=0.831, Synergy_Bliss=-16.7, Synergy_Loewe=40.0, Synergy_HSA=-13.2.